This data is from Peptide-MHC class I binding affinity with 185,985 pairs from IEDB/IMGT. The task is: Regression. Given a peptide amino acid sequence and an MHC pseudo amino acid sequence, predict their binding affinity value. This is MHC class I binding data. (1) The peptide sequence is SLFGGMSWI. The MHC is HLA-A02:01 with pseudo-sequence HLA-A02:01. The binding affinity (normalized) is 1.00. (2) The peptide sequence is TTIFFRADK. The MHC is HLA-A69:01 with pseudo-sequence HLA-A69:01. The binding affinity (normalized) is 0.249.